Dataset: Catalyst prediction with 721,799 reactions and 888 catalyst types from USPTO. Task: Predict which catalyst facilitates the given reaction. (1) Reactant: [CH3:1][N:2]([CH:6]1[CH2:10][CH2:9][NH:8][CH2:7]1)[C:3](=[O:5])[CH3:4].C(N(CC)C(C)C)(C)C.Cl[C:21]1[N:26]=[C:25]([O:27][C:28]2[CH:54]=[CH:53][CH:52]=[CH:51][C:29]=2[CH2:30][NH:31][C:32]([NH:34][C:35]2[N:39]([C:40]3[CH:45]=[CH:44][C:43]([CH3:46])=[CH:42][CH:41]=3)[N:38]=[C:37]([C:47]([CH3:50])([CH3:49])[CH3:48])[CH:36]=2)=[O:33])[CH:24]=[CH:23][N:22]=1.C(O)(=O)CC(CC(O)=O)(C(O)=O)O. Product: [C:47]([C:37]1[CH:36]=[C:35]([NH:34][C:32](=[O:33])[NH:31][CH2:30][C:29]2[CH:51]=[CH:52][CH:53]=[CH:54][C:28]=2[O:27][C:25]2[CH:24]=[CH:23][N:22]=[C:21]([N:8]3[CH2:9][CH2:10][CH:6]([N:2]([CH3:1])[C:3](=[O:5])[CH3:4])[CH2:7]3)[N:26]=2)[N:39]([C:40]2[CH:41]=[CH:42][C:43]([CH3:46])=[CH:44][CH:45]=2)[N:38]=1)([CH3:50])([CH3:48])[CH3:49]. The catalyst class is: 8. (2) Reactant: F[C:2]1[CH:10]=[CH:9][C:8]([S:11]([CH3:14])(=[O:13])=[O:12])=[CH:7][C:3]=1[C:4]([OH:6])=[O:5].C(=O)([O-])[O-].[Cs+].[Cs+].[CH3:21][CH:22]([CH3:25])[CH2:23][SH:24].Cl. Product: [CH2:23]([S:24][C:2]1[CH:10]=[CH:9][C:8]([S:11]([CH3:14])(=[O:13])=[O:12])=[CH:7][C:3]=1[C:4]([OH:6])=[O:5])[CH:22]([CH3:25])[CH3:21]. The catalyst class is: 9. (3) Reactant: C1(C(C2C=CC=CC=2)([C@@H]2CCCN2)O)C=CC=CC=1.B.[F:21][C:22]1[CH:27]=[CH:26][C:25]([C:28]2[C:29]([C:43](=O)[C:44]3[CH:49]=[CH:48][C:47]([O:50][CH2:51][CH2:52][N:53]4[CH2:58][CH2:57][CH2:56][CH2:55][CH2:54]4)=[CH:46][CH:45]=3)=[C:30]3[C:35](=[CH:36][CH:37]=2)[CH:34]=[C:33]([O:38][S:39]([CH3:42])(=[O:41])=[O:40])[CH:32]=[CH:31]3)=[C:24]([S:60]C)[CH:23]=1.C(CN)O.[Cl-].[NH4+].C(N(CC)CC)C.CS(Cl)(=O)=O.C(=O)(O)[O-].[Na+]. Product: [F:21][C:22]1[CH:23]=[C:24]2[C:25](=[CH:26][CH:27]=1)[C:28]1[C:29](=[C:30]3[C:35](=[CH:36][CH:37]=1)[CH:34]=[C:33]([O:38][S:39]([CH3:42])(=[O:40])=[O:41])[CH:32]=[CH:31]3)[CH:43]([C:44]1[CH:45]=[CH:46][C:47]([O:50][CH2:51][CH2:52][N:53]3[CH2:58][CH2:57][CH2:56][CH2:55][CH2:54]3)=[CH:48][CH:49]=1)[S:60]2. The catalyst class is: 76. (4) Reactant: [C:1]([C:6]1[CH:22]=[C:21]([C:23]([CH2:26][CH3:27])([CH3:25])[CH3:24])[CH:20]=[CH:19][C:7]=1[O:8][C:9]1[CH:18]=[CH:17][CH:16]=[CH:15][C:10]=1[C:11]([O:13]C)=[O:12])([CH2:4][CH3:5])([CH3:3])[CH3:2].[OH-].[K+].C(O)C. Product: [C:1]([C:6]1[CH:22]=[C:21]([C:23]([CH2:26][CH3:27])([CH3:25])[CH3:24])[CH:20]=[CH:19][C:7]=1[O:8][C:9]1[CH:18]=[CH:17][CH:16]=[CH:15][C:10]=1[C:11]([OH:13])=[O:12])([CH2:4][CH3:5])([CH3:3])[CH3:2]. The catalyst class is: 27. (5) Reactant: [O:1]=[C:2]1[C:10]2[C:5](=[CH:6][CH:7]=[CH:8][CH:9]=2)[C:4](=[O:11])[N:3]1[CH2:12][C:13]1[CH:35]=[CH:34][C:16]2[NH:17][C:18]([CH2:20][C:21]3[N:25]([CH3:26])[C:24]4[CH:27]=[CH:28][C:29]([C:31]([OH:33])=O)=[CH:30][C:23]=4[N:22]=3)=[N:19][C:15]=2[CH:14]=1.ON1C2C=CC=CC=2N=N1.Cl.C[N:48](C)[CH2:49][CH2:50][CH2:51][N:52]=C=NCC.NCCCN.CN1CCOCC1. Product: [O:1]=[C:2]1[C:10]2[C:5](=[CH:6][CH:7]=[CH:8][CH:9]=2)[C:4](=[O:11])[N:3]1[CH2:12][C:13]1[CH:35]=[CH:34][C:16]2[N:17]=[C:18]([CH2:20][C:21]3[N:25]([CH3:26])[C:24]4[CH:27]=[CH:28][C:29]([C:31]([NH:48][CH2:49][CH2:50][CH2:51][NH2:52])=[O:33])=[CH:30][C:23]=4[N:22]=3)[NH:19][C:15]=2[CH:14]=1. The catalyst class is: 59. (6) Reactant: N1CCCCC1.[OH:7][C:8]1[CH:17]=[CH:16][C:11]([CH:12]=[CH:13][CH:14]=O)=[CH:10][C:9]=1[O:18][CH3:19].[C:20]([CH2:22][C:23]([N-:25][CH2:26][C:27]1[CH:32]=[CH:31][C:30]([OH:33])=[C:29]([OH:34])[CH:28]=1)=[O:24])#[N:21]. Product: [OH:34][C:29]1[CH:28]=[C:27]([CH:32]=[CH:31][C:30]=1[OH:33])[CH2:26][NH:25][C:23](/[C:22](=[CH:14]/[CH:13]=[CH:12]/[C:11]1[CH:16]=[CH:17][C:8]([OH:7])=[C:9]([O:18][CH3:19])[CH:10]=1)/[C:20]#[N:21])=[O:24]. The catalyst class is: 8. (7) Reactant: [Br:1][C:2]1[CH:8]=[CH:7][C:5]([NH2:6])=[C:4]([C:9]([F:12])([F:11])[F:10])[CH:3]=1.[N:13]([O-])=O.[Na+].O.O.[Sn](Cl)Cl. Product: [Br:1][C:2]1[CH:8]=[CH:7][C:5]([NH:6][NH2:13])=[C:4]([C:9]([F:10])([F:11])[F:12])[CH:3]=1. The catalyst class is: 126. (8) Reactant: Br[CH2:2][C:3]([C:5]1[N:6]([CH2:24][C:25]([N:27]2[CH2:32][CH2:31][O:30][CH2:29][CH2:28]2)=[O:26])[C:7]2[C:12]([C:13]=1[CH:14]1[CH2:19][CH2:18][CH2:17][CH2:16][CH2:15]1)=[CH:11][CH:10]=[C:9]([C:20]([O:22]C)=[O:21])[CH:8]=2)=O.[C:33]([NH:37][C:38]([NH2:40])=[S:39])([CH3:36])([CH3:35])[CH3:34].[OH-].[Na+].[C:43]([OH:49])([C:45]([F:48])([F:47])[F:46])=[O:44]. Product: [C:33]([NH:37][C:38]1[S:39][CH:2]=[C:3]([C:5]2[N:6]([CH2:24][C:25]([N:27]3[CH2:32][CH2:31][O:30][CH2:29][CH2:28]3)=[O:26])[C:7]3[C:12]([C:13]=2[CH:14]2[CH2:15][CH2:16][CH2:17][CH2:18][CH2:19]2)=[CH:11][CH:10]=[C:9]([C:20]([OH:22])=[O:21])[CH:8]=3)[N:40]=1)([CH3:36])([CH3:35])[CH3:34].[C:43]([OH:49])([C:45]([F:48])([F:47])[F:46])=[O:44]. The catalyst class is: 16. (9) The catalyst class is: 2. Reactant: ClC(Cl)(O[C:5](=[O:11])OC(Cl)(Cl)Cl)Cl.[CH2:13]([N:15]1[C:19]2[N:20]=[C:21]([C:30]3[CH:35]=[CH:34][C:33]([NH2:36])=[CH:32][CH:31]=3)[N:22]=[C:23]([N:24]3[CH2:29][CH2:28][O:27][CH2:26][CH2:25]3)[C:18]=2[N:17]=[N:16]1)[CH3:14].[NH2:37][N:38]1[CH:42]=[N:41][N:40]=[CH:39]1.CCN(CC)CC. Product: [CH2:13]([N:15]1[C:19]2[N:20]=[C:21]([C:30]3[CH:35]=[CH:34][C:33]([NH:36][C:5]([NH:37][N:38]4[CH:42]=[N:41][N:40]=[CH:39]4)=[O:11])=[CH:32][CH:31]=3)[N:22]=[C:23]([N:24]3[CH2:25][CH2:26][O:27][CH2:28][CH2:29]3)[C:18]=2[N:17]=[N:16]1)[CH3:14]. (10) Reactant: [Cl:1][C:2]1[CH:3]=[C:4](B(O)O)[CH:5]=[CH:6][C:7]=1[OH:8].Br[C:13]1[CH:14]=[C:15]([C:33]([O:35][CH3:36])=[O:34])[C:16]2[NH:17][C:18]3[CH:19]=[C:20]([N:26]4[CH2:31][CH2:30][N:29]([CH3:32])[CH2:28][CH2:27]4)[CH:21]=[CH:22][C:23]=3[C:24]=2[N:25]=1.[O-]P([O-])([O-])=O.[K+].[K+].[K+].C1(P(C2CCCCC2)C2C=CC=CC=2C2C(C(C)C)=CC(C(C)C)=CC=2C(C)C)CCCCC1. Product: [Cl:1][C:2]1[CH:3]=[C:4]([C:13]2[CH:14]=[C:15]([C:33]([O:35][CH3:36])=[O:34])[C:16]3[NH:17][C:18]4[CH:19]=[C:20]([N:26]5[CH2:27][CH2:28][N:29]([CH3:32])[CH2:30][CH2:31]5)[CH:21]=[CH:22][C:23]=4[C:24]=3[N:25]=2)[CH:5]=[CH:6][C:7]=1[OH:8]. The catalyst class is: 318.